The task is: Regression. Given two drug SMILES strings and cell line genomic features, predict the synergy score measuring deviation from expected non-interaction effect.. This data is from NCI-60 drug combinations with 297,098 pairs across 59 cell lines. (1) Drug 1: CC1=C2C(C(=O)C3(C(CC4C(C3C(C(C2(C)C)(CC1OC(=O)C(C(C5=CC=CC=C5)NC(=O)OC(C)(C)C)O)O)OC(=O)C6=CC=CC=C6)(CO4)OC(=O)C)OC)C)OC. Drug 2: CC1=C2C(C(=O)C3(C(CC4C(C3C(C(C2(C)C)(CC1OC(=O)C(C(C5=CC=CC=C5)NC(=O)OC(C)(C)C)O)O)OC(=O)C6=CC=CC=C6)(CO4)OC(=O)C)O)C)O. Cell line: HCC-2998. Synergy scores: CSS=43.8, Synergy_ZIP=-5.46, Synergy_Bliss=-9.26, Synergy_Loewe=-11.7, Synergy_HSA=-4.47. (2) Drug 1: C1CC(C1)(C(=O)O)C(=O)O.[NH2-].[NH2-].[Pt+2]. Drug 2: CC12CCC3C(C1CCC2O)C(CC4=C3C=CC(=C4)O)CCCCCCCCCS(=O)CCCC(C(F)(F)F)(F)F. Cell line: SF-268. Synergy scores: CSS=5.95, Synergy_ZIP=-2.28, Synergy_Bliss=0.541, Synergy_Loewe=-3.01, Synergy_HSA=-0.720. (3) Cell line: CCRF-CEM. Synergy scores: CSS=65.7, Synergy_ZIP=0.275, Synergy_Bliss=0.768, Synergy_Loewe=1.20, Synergy_HSA=2.13. Drug 1: CC12CCC(CC1=CCC3C2CCC4(C3CC=C4C5=CN=CC=C5)C)O. Drug 2: CC(CN1CC(=O)NC(=O)C1)N2CC(=O)NC(=O)C2. (4) Drug 1: C1=C(C(=O)NC(=O)N1)N(CCCl)CCCl. Drug 2: CN(C(=O)NC(C=O)C(C(C(CO)O)O)O)N=O. Cell line: SNB-19. Synergy scores: CSS=30.6, Synergy_ZIP=-1.80, Synergy_Bliss=-0.229, Synergy_Loewe=-0.341, Synergy_HSA=0.378. (5) Cell line: SN12C. Drug 2: N.N.Cl[Pt+2]Cl. Synergy scores: CSS=35.2, Synergy_ZIP=-7.50, Synergy_Bliss=2.35, Synergy_Loewe=-31.7, Synergy_HSA=3.29. Drug 1: CC12CCC3C(C1CCC2OP(=O)(O)O)CCC4=C3C=CC(=C4)OC(=O)N(CCCl)CCCl.[Na+].